From a dataset of Peptide-MHC class II binding affinity with 134,281 pairs from IEDB. Regression. Given a peptide amino acid sequence and an MHC pseudo amino acid sequence, predict their binding affinity value. This is MHC class II binding data. (1) The peptide sequence is AAYLATRGLDVVDAV. The MHC is DRB1_0901 with pseudo-sequence DRB1_0901. The binding affinity (normalized) is 0.969. (2) The peptide sequence is SGIAFGSMAKKGDEQ. The MHC is HLA-DQA10501-DQB10201 with pseudo-sequence HLA-DQA10501-DQB10201. The binding affinity (normalized) is 0.0186. (3) The peptide sequence is YDKFLANVSTVYTGK. The MHC is DRB1_0404 with pseudo-sequence DRB1_0404. The binding affinity (normalized) is 0.641. (4) The peptide sequence is KVFIDTIPNIMFFST. The MHC is HLA-DPA10103-DPB10401 with pseudo-sequence HLA-DPA10103-DPB10401. The binding affinity (normalized) is 0.378. (5) The peptide sequence is ASKILGLPTQTVDSS. The MHC is DRB5_0101 with pseudo-sequence DRB5_0101. The binding affinity (normalized) is 0.244. (6) The peptide sequence is GGGFGMLLRKYGIAA. The MHC is HLA-DQA10501-DQB10301 with pseudo-sequence HLA-DQA10501-DQB10301. The binding affinity (normalized) is 0.532. (7) The peptide sequence is MDYFIRMWNQAALAM. The MHC is DRB1_1302 with pseudo-sequence DRB1_1302. The binding affinity (normalized) is 0.806.